This data is from Full USPTO retrosynthesis dataset with 1.9M reactions from patents (1976-2016). The task is: Predict the reactants needed to synthesize the given product. Given the product [F:1][C:2]1[CH:3]=[C:4]([CH:29]=[C:30]([N:32]2[CH2:37][CH2:36][CH2:35][CH2:34][CH2:33]2)[CH:31]=1)[C:5]([NH:7][C:8]1[C:17]2[C:12](=[CH:13][CH:14]=[CH:15][CH:16]=2)[C:11]([O:18][C:19]2[CH:24]=[CH:23][N:22]=[C:21]([NH:46][CH2:45][CH2:44][CH:40]3[CH2:41][CH2:42][CH2:43][N:39]3[CH3:38])[N:20]=2)=[CH:10][CH:9]=1)=[O:6], predict the reactants needed to synthesize it. The reactants are: [F:1][C:2]1[CH:3]=[C:4]([CH:29]=[C:30]([N:32]2[CH2:37][CH2:36][CH2:35][CH2:34][CH2:33]2)[CH:31]=1)[C:5]([NH:7][C:8]1[C:17]2[C:12](=[CH:13][CH:14]=[CH:15][CH:16]=2)[C:11]([O:18][C:19]2[CH:24]=[CH:23][N:22]=[C:21](S(C)(=O)=O)[N:20]=2)=[CH:10][CH:9]=1)=[O:6].[CH3:38][N:39]1[CH2:43][CH2:42][CH2:41][CH:40]1[CH2:44][CH2:45][NH2:46].